This data is from Reaction yield outcomes from USPTO patents with 853,638 reactions. The task is: Predict the reaction yield, written as a fraction of the theoretical maximum amount of product (1.0 means a 100% yield; for example, 0.34 means a 34% yield). (1) The reactants are C(OC(=O)[NH:7][CH:8]([CH2:28][C:29]1[CH:34]=[CH:33][C:32]([Cl:35])=[CH:31][CH:30]=1)[C:9]([N:11]1[CH2:16][CH2:15][N:14]([C:17]2[C:18]3[S:25][C:24]([C:26]#[N:27])=[CH:23][C:19]=3[N:20]=[CH:21][N:22]=2)[CH2:13][CH2:12]1)=[O:10])(C)(C)C.[ClH:37]. The catalyst is C(Cl)Cl.O1CCOCC1. The product is [ClH:35].[ClH:37].[NH2:7][CH:8]([CH2:28][C:29]1[CH:30]=[CH:31][C:32]([Cl:35])=[CH:33][CH:34]=1)[C:9]([N:11]1[CH2:12][CH2:13][N:14]([C:17]2[C:18]3[S:25][C:24]([C:26]#[N:27])=[CH:23][C:19]=3[N:20]=[CH:21][N:22]=2)[CH2:15][CH2:16]1)=[O:10]. The yield is 0.440. (2) The reactants are [NH2:1][C:2]1[C:7]([NH2:8])=[CH:6][N:5]=[C:4]([C:9]([O:11][CH2:12][CH3:13])=[O:10])[CH:3]=1.[CH3:14][O:15][C:16]1[CH:21]=[CH:20][C:19]([N:22]=[C:23]=S)=[CH:18][CH:17]=1.C1CCC(N=C=NC2CCCCC2)CC1. The catalyst is C1COCC1.Cl.C(OCC)(=O)C. The product is [CH3:14][O:15][C:16]1[CH:21]=[CH:20][C:19]([NH:22][C:23]2[NH:1][C:2]3[CH:3]=[C:4]([C:9]([O:11][CH2:12][CH3:13])=[O:10])[N:5]=[CH:6][C:7]=3[N:8]=2)=[CH:18][CH:17]=1. The yield is 0.630. (3) The reactants are [BrH:1].[CH2:2]1[C:4]2([CH2:9][CH2:8][CH2:7][N:6](C(OCC3C=CC=CC=3)=O)[CH2:5]2)[CH2:3]1. The catalyst is CCCCCC. The product is [BrH:1].[CH2:3]1[C:4]2([CH2:9][CH2:8][CH2:7][NH:6][CH2:5]2)[CH2:2]1. The yield is 0.850. (4) The reactants are [CH3:1][C:2]([C:9]1[CH:14]=[CH:13][C:12]([N+:15]([O-])=O)=[CH:11][C:10]=1[C:18]1[CH:19]=[N:20][CH:21]=[CH:22][CH:23]=1)([CH3:8])[CH2:3][NH:4][C:5](=[O:7])[CH3:6]. The catalyst is CO.[Pd]. The product is [NH2:15][C:12]1[CH:13]=[CH:14][C:9]([C:2]([CH3:8])([CH3:1])[CH2:3][NH:4][C:5](=[O:7])[CH3:6])=[C:10]([C:18]2[CH:19]=[N:20][CH:21]=[CH:22][CH:23]=2)[CH:11]=1. The yield is 1.00. (5) The reactants are [C:1]([OH:7])([C:3]([F:6])([F:5])[F:4])=[O:2].[Br:8][C:9]1[N:10]=[C:11]([N:36](C(OC(C)(C)C)=O)C(OC(C)(C)C)=O)[NH:12][C:13]=1[C:14]([NH:16][CH2:17][C:18]1[CH:23]=[CH:22][C:21]([Cl:24])=[C:20]([O:25][C:26]2[CH:31]=[C:30]([C:32]#[N:33])[CH:29]=[C:28]([Cl:34])[CH:27]=2)[C:19]=1[F:35])=[O:15]. The catalyst is ClCCl. The product is [F:4][C:3]([F:6])([F:5])[C:1]([OH:7])=[O:2].[NH2:36][C:11]1[NH:12][C:13]([C:14]([NH:16][CH2:17][C:18]2[CH:23]=[CH:22][C:21]([Cl:24])=[C:20]([O:25][C:26]3[CH:31]=[C:30]([C:32]#[N:33])[CH:29]=[C:28]([Cl:34])[CH:27]=3)[C:19]=2[F:35])=[O:15])=[C:9]([Br:8])[N:10]=1. The yield is 0.410. (6) The reactants are Cl.[NH2:2][C:3]1[C:4]2[C:14]([O:15][CH2:16][C:17]3([NH2:21])[CH2:20][CH2:19][CH2:18]3)=[CH:13][CH:12]=[CH:11][C:5]=2[NH:6][S:7](=[O:10])(=[O:9])[N:8]=1.[CH3:22][N:23]([CH3:33])[C:24]1[CH:25]=[C:26]([CH:30]=[CH:31][N:32]=1)[C:27](O)=[O:28]. No catalyst specified. The product is [NH2:2][C:3]1[C:4]2[C:14]([O:15][CH2:16][C:17]3([NH:21][C:27](=[O:28])[C:26]4[CH:30]=[CH:31][N:32]=[C:24]([N:23]([CH3:22])[CH3:33])[CH:25]=4)[CH2:20][CH2:19][CH2:18]3)=[CH:13][CH:12]=[CH:11][C:5]=2[NH:6][S:7](=[O:10])(=[O:9])[N:8]=1. The yield is 0.300. (7) The product is [S:1]1[C:9]2[CH:8]=[C:7]([C:10]([OH:12])=[O:11])[N:6]=[CH:5][C:4]=2[CH:3]=[CH:2]1. The reactants are [S:1]1[C:9]2[CH:8]=[C:7]([C:10]([O:12]C)=[O:11])[N:6]=[CH:5][C:4]=2[CH:3]=[CH:2]1.[OH-].[Na+]. The yield is 0.430. The catalyst is CO.O. (8) The reactants are C([O:3][C:4](=[O:33])[CH:5]([C:26]1[CH:27]=[C:28]([CH3:32])[CH:29]=[CH:30][CH:31]=1)[CH2:6][C:7]1[CH:11]=[C:10]([C:12]2[CH:17]=[CH:16][C:15](Br)=[CH:14][CH:13]=2)[N:9]([C:19]2[CH:24]=[CH:23][C:22]([CH3:25])=[CH:21][CH:20]=2)[N:8]=1)C.C[NH:35][C@@H:36]1[CH2:41]CCC[C@H]1NC.C([O-])([O-])=[O:45].[K+].[K+].CNC=O.[Li+].[OH-]. The catalyst is O1CCOCC1.[Cu]I.C1COCC1.O. The product is [C:36]([NH:35][C:15]1[CH:16]=[CH:17][C:12]([C:10]2[N:9]([C:19]3[CH:20]=[CH:21][C:22]([CH3:25])=[CH:23][CH:24]=3)[N:8]=[C:7]([CH2:6][CH:5]([C:26]3[CH:27]=[C:28]([CH3:32])[CH:29]=[CH:30][CH:31]=3)[C:4]([OH:3])=[O:33])[CH:11]=2)=[CH:13][CH:14]=1)(=[O:45])[CH3:41]. The yield is 0.500. (9) The product is [F:34][C:35]1[CH:36]=[C:37]([C@@H:42]([OH:48])[CH2:43][CH2:44][N+:45]([O-:47])=[O:46])[CH:38]=[CH:39][C:40]=1[F:41]. The yield is 0.850. The catalyst is C1(C)C=CC=CC=1.CO. The reactants are B1(C)OC(C2C=CC=CC=2)(C2C=CC=CC=2)[C@H]2N1CCC2.C(N(CC)C1C=CC=CC=1)C.B.[F:34][C:35]1[CH:36]=[C:37]([C:42](=[O:48])[CH2:43][CH2:44][N+:45]([O-:47])=[O:46])[CH:38]=[CH:39][C:40]=1[F:41].Cl.